This data is from Forward reaction prediction with 1.9M reactions from USPTO patents (1976-2016). The task is: Predict the product of the given reaction. (1) Given the reactants [Cl:1][C:2]1[CH:7]=[CH:6][C:5]([N+:8]([O-])=O)=[CH:4][C:3]=1[O:11][CH2:12][CH2:13][CH3:14], predict the reaction product. The product is: [Cl:1][C:2]1[CH:7]=[CH:6][C:5]([NH2:8])=[CH:4][C:3]=1[O:11][CH2:12][CH2:13][CH3:14]. (2) Given the reactants [CH3:1][C@H:2]1[CH2:7][O:6][CH2:5][CH2:4][N:3]1[C:8]1[N:12]2[CH:13]=[C:14]([O:17][C@H:18]3[C:27]4[C:22](=[CH:23][CH:24]=[CH:25][CH:26]=4)[C@@H:21]([NH2:28])[CH2:20][CH2:19]3)[CH:15]=[CH:16][C:11]2=[N:10][N:9]=1.ClC(Cl)(Cl)C[O:32][C:33](=O)[NH:34][C:35]1[N:36]([C:44]2[CH:49]=[CH:48][CH:47]=[C:46]([O:50][CH2:51][CH2:52][O:53][CH:54]3[CH2:59][CH2:58][CH2:57][CH2:56][O:55]3)[CH:45]=2)[N:37]=[C:38]([C:40]([CH3:43])([CH3:42])[CH3:41])[CH:39]=1.CCN(C(C)C)C(C)C, predict the reaction product. The product is: [C:40]([C:38]1[CH:39]=[C:35]([NH:34][C:33]([NH:28][C@@H:21]2[C:22]3[C:27](=[CH:26][CH:25]=[CH:24][CH:23]=3)[C@H:18]([O:17][C:14]3[CH:15]=[CH:16][C:11]4[N:12]([C:8]([N:3]5[CH2:4][CH2:5][O:6][CH2:7][C@@H:2]5[CH3:1])=[N:9][N:10]=4)[CH:13]=3)[CH2:19][CH2:20]2)=[O:32])[N:36]([C:44]2[CH:49]=[CH:48][CH:47]=[C:46]([O:50][CH2:51][CH2:52][O:53][CH:54]3[CH2:59][CH2:58][CH2:57][CH2:56][O:55]3)[CH:45]=2)[N:37]=1)([CH3:43])([CH3:41])[CH3:42]. (3) The product is: [Cl:1][C:2]1[C:11]([C:12]([C:15]#[N:16])([CH3:14])[CH3:13])=[CH:10][CH:9]=[CH:8][C:3]=1[C:4]([OH:6])=[O:5]. Given the reactants [Cl:1][C:2]1[C:11]([C:12]([C:15]#[N:16])([CH3:14])[CH3:13])=[CH:10][CH:9]=[CH:8][C:3]=1[C:4]([O:6]C)=[O:5].CO.O.[OH-].[Li+], predict the reaction product. (4) Given the reactants C[O:2][C:3](=[O:30])[C@@H:4]([O:27][CH2:28][CH3:29])[CH2:5][C:6]1[CH:11]=[CH:10][C:9]([O:12][CH2:13][C:14]2[N:15]=[C:16]([C:20]3[CH:25]=[CH:24][CH:23]=[CH:22][CH:21]=3)[O:17][C:18]=2[CH3:19])=[CH:8][C:7]=1[CH3:26].[Li+].[OH-], predict the reaction product. The product is: [CH2:28]([O:27][C@@H:4]([CH2:5][C:6]1[CH:11]=[CH:10][C:9]([O:12][CH2:13][C:14]2[N:15]=[C:16]([C:20]3[CH:25]=[CH:24][CH:23]=[CH:22][CH:21]=3)[O:17][C:18]=2[CH3:19])=[CH:8][C:7]=1[CH3:26])[C:3]([OH:30])=[O:2])[CH3:29]. (5) Given the reactants Cl[C:2]([O:4][C:5]1[CH:10]=[CH:9][C:8]([N+:11]([O-:13])=[O:12])=[CH:7][CH:6]=1)=[O:3].[CH:14]1([CH2:17][OH:18])[CH2:16][CH2:15]1.C(N(CC)CC)C, predict the reaction product. The product is: [C:2](=[O:3])([O:4][C:5]1[CH:6]=[CH:7][C:8]([N+:11]([O-:13])=[O:12])=[CH:9][CH:10]=1)[O:18][CH2:17][CH:14]1[CH2:16][CH2:15]1. (6) Given the reactants [C:1]1(=[O:7])[O:6][C:4](=[O:5])[CH:3]=[CH:2]1.[CH:8]12[CH2:14][CH:11]([CH2:12][CH2:13]1)[CH:10]=[CH:9]2.CC(N=NC(C#N)(C)C)(C#N)C, predict the reaction product. The product is: [C:4]1(=[O:5])[O:6][C:1](=[O:7])[CH:2]=[CH:3]1.[CH:8]12[CH2:14][CH:11]([CH2:12][CH2:13]1)[CH:10]=[CH:9]2. (7) Given the reactants C[N:2]1[C@@H:7]2[CH2:8][C:9]3C=CC(OC)=C4O[C@H:18]5[C@@H:19](O)[CH:20]=C[C@@H]2[C@:5]5(C=34)[CH2:4][CH2:3]1.[N+:23](C=CC1C=CC=CC=1)([O-])=O.Cl.CC([O-])=O.[Na+], predict the reaction product. The product is: [CH2:5]1[CH2:4][CH2:3][N:2]2[C:20](=[N:23][CH2:9][CH2:8][CH2:7]2)[CH2:19][CH2:18]1. (8) The product is: [F:11][CH:10]([F:12])[C:7]1[O:6][C:5]([CH2:4][NH2:1])=[CH:9][CH:8]=1. Given the reactants [N:1]([CH2:4][C:5]1[O:6][C:7]([CH:10]([F:12])[F:11])=[CH:8][CH:9]=1)=[N+]=[N-].C1(P(C2C=CC=CC=2)C2C=CC=CC=2)C=CC=CC=1, predict the reaction product.